Dataset: Reaction yield outcomes from USPTO patents with 853,638 reactions. Task: Predict the reaction yield, written as a fraction of the theoretical maximum amount of product (1.0 means a 100% yield; for example, 0.34 means a 34% yield). (1) The reactants are [CH3:1][C:2]1[NH:6][C:5]([CH:7]=[O:8])=[CH:4][CH:3]=1.[Cl:9][C:10]1[CH:17]=[C:16]([Cl:18])[CH:15]=[CH:14][C:11]=1[CH2:12]Cl.CN(C)C=O.[H-].[Na+]. The catalyst is O. The product is [Cl:9][C:10]1[CH:17]=[C:16]([Cl:18])[CH:15]=[CH:14][C:11]=1[CH2:12][N:6]1[C:2]([CH3:1])=[CH:3][CH:4]=[C:5]1[CH:7]=[O:8]. The yield is 0.890. (2) The reactants are Cl[CH2:2][C:3]1[CH:4]=[C:5]([O:12][CH3:13])[C:6]2[O:10][CH2:9][O:8][C:7]=2[CH:11]=1.[C-:14]#[N:15].[Na+].O. The catalyst is CS(C)=O. The product is [CH3:13][O:12][C:5]1[C:6]2[O:10][CH2:9][O:8][C:7]=2[CH:11]=[C:3]([CH2:2][C:14]#[N:15])[CH:4]=1. The yield is 0.450. (3) The reactants are Cl.[NH2:2][C@@H:3]1[CH2:8][CH2:7][CH2:6][N:5]([C:9]([C:11]2[S:12][C:13]([C:16]3[C:20]([CH3:21])=[C:19]([C:22]([F:25])([F:24])[F:23])[O:18][N:17]=3)=[CH:14][CH:15]=2)=[O:10])[CH2:4]1.C(N(CC)CC)C.[CH3:33][S:34](Cl)(=[O:36])=[O:35]. The catalyst is C1COCC1. The product is [CH3:21][C:20]1[C:16]([C:13]2[S:12][C:11]([C:9]([N:5]3[CH2:6][CH2:7][CH2:8][C@@H:3]([NH:2][S:34]([CH3:33])(=[O:36])=[O:35])[CH2:4]3)=[O:10])=[CH:15][CH:14]=2)=[N:17][O:18][C:19]=1[C:22]([F:25])([F:24])[F:23]. The yield is 0.700. (4) The yield is 0.920. The product is [CH3:24][O:25][CH2:26][C@@H:27]([NH:29][C:30]([C:32]1[C:40]2[C:35](=[N:36][CH:37]=[C:38]([C:6]3[C:5]4[C:9](=[CH:10][C:2]([F:1])=[CH:3][CH:4]=4)[NH:8][N:7]=3)[N:39]=2)[N:34]([CH2:42][O:43][CH2:44][CH2:45][Si:46]([CH3:48])([CH3:47])[CH3:49])[CH:33]=1)=[O:31])[CH3:28]. The catalyst is C(OCC)C.[Cu]I.C1C=CC([P]([Pd]([P](C2C=CC=CC=2)(C2C=CC=CC=2)C2C=CC=CC=2)([P](C2C=CC=CC=2)(C2C=CC=CC=2)C2C=CC=CC=2)[P](C2C=CC=CC=2)(C2C=CC=CC=2)C2C=CC=CC=2)(C2C=CC=CC=2)C2C=CC=CC=2)=CC=1. The reactants are [F:1][C:2]1[CH:10]=[C:9]2[C:5]([C:6]([Sn](CCCC)(CCCC)CCCC)=[N:7][NH:8]2)=[CH:4][CH:3]=1.[CH3:24][O:25][CH2:26][C@@H:27]([NH:29][C:30]([C:32]1[C:40]2[C:35](=[N:36][CH:37]=[C:38](Br)[N:39]=2)[N:34]([CH2:42][O:43][CH2:44][CH2:45][Si:46]([CH3:49])([CH3:48])[CH3:47])[CH:33]=1)=[O:31])[CH3:28].CN(C=O)C.